This data is from Retrosynthesis with 50K atom-mapped reactions and 10 reaction types from USPTO. The task is: Predict the reactants needed to synthesize the given product. Given the product CN1CCN(CCCOc2cc3nccc(Cl)c3cc2C#N)CC1, predict the reactants needed to synthesize it. The reactants are: CN1CCN(CCCO)CC1.N#Cc1cc2c(Cl)ccnc2cc1O.